This data is from Catalyst prediction with 721,799 reactions and 888 catalyst types from USPTO. The task is: Predict which catalyst facilitates the given reaction. (1) Reactant: C(OC([N:11]1[CH2:16][CH2:15][N:14]([C:17]2([CH3:20])[CH2:19][CH2:18]2)[CH2:13][CH2:12]1)=O)C1C=CC=CC=1. Product: [CH3:20][C:17]1([N:14]2[CH2:15][CH2:16][NH:11][CH2:12][CH2:13]2)[CH2:19][CH2:18]1. The catalyst class is: 261. (2) Reactant: F[B-](F)(F)F.[CH2:6]([N+:13]1[CH:14]([C:21]([O:23][CH3:24])=[O:22])[CH2:15][CH2:16][C:17]=1OCC)[C:7]1[CH:12]=[CH:11][CH:10]=[CH:9][CH:8]=1.CCN(CC)CC.[CH3:32][N+:33]([O-:35])=[O:34]. Product: [CH3:24][O:23][C:21]([CH:14]1[CH2:15][CH2:16][C:17](=[CH:32][N+:33]([O-:35])=[O:34])[N:13]1[CH2:6][C:7]1[CH:8]=[CH:9][CH:10]=[CH:11][CH:12]=1)=[O:22]. The catalyst class is: 2.